This data is from Cav3 T-type calcium channel HTS with 100,875 compounds. The task is: Binary Classification. Given a drug SMILES string, predict its activity (active/inactive) in a high-throughput screening assay against a specified biological target. (1) The result is 0 (inactive). The molecule is Clc1c(c2nc(on2)CN2CCN(CC2)c2c(F)cccc2)ccc(Cl)c1. (2) The molecule is OC12C3C(C1C(Oc1c2cccc1)=O)CCCCC3. The result is 0 (inactive). (3) The compound is S1C(C(OC(=O)C)C(=O)N(CCN(C(C)C)C(C)C)c2c1cc(OC)cc2)c1ccc(OC)cc1. The result is 0 (inactive).